From a dataset of Reaction yield outcomes from USPTO patents with 853,638 reactions. Predict the reaction yield, written as a fraction of the theoretical maximum amount of product (1.0 means a 100% yield; for example, 0.34 means a 34% yield). (1) The reactants are C[O:2][C:3]([C:5]1[S:26][C:8]2[C:9]3[CH:10]=[CH:11][C:12]([C:16](=[O:25])[NH:17][CH2:18][C:19]4[CH:24]=[CH:23][CH:22]=[CH:21][CH:20]=4)=[CH:13][C:14]=3[S:15][C:7]=2[C:6]=1[O:27][CH2:28][C:29]([O:31]CC)=[O:30])=[O:4].O. The catalyst is C1COCC1. The product is [CH2:18]([NH:17][C:16]([C:12]1[CH:11]=[CH:10][C:9]2[C:8]3[S:26][C:5]([C:3]([OH:4])=[O:2])=[C:6]([O:27][CH2:28][C:29]([OH:31])=[O:30])[C:7]=3[S:15][C:14]=2[CH:13]=1)=[O:25])[C:19]1[CH:20]=[CH:21][CH:22]=[CH:23][CH:24]=1. The yield is 0.630. (2) The reactants are O[Li].O.[Cl:4][C:5]1[CH:18]=[C:17]([O:19][CH3:20])[CH:16]=[CH:15][C:6]=1[O:7][CH2:8][CH2:9][C:10]([O:12]CC)=[O:11]. The catalyst is O.C1COCC1. The product is [Cl:4][C:5]1[CH:18]=[C:17]([O:19][CH3:20])[CH:16]=[CH:15][C:6]=1[O:7][CH2:8][CH2:9][C:10]([OH:12])=[O:11]. The yield is 0.540.